This data is from Peptide-MHC class I binding affinity with 185,985 pairs from IEDB/IMGT. The task is: Regression. Given a peptide amino acid sequence and an MHC pseudo amino acid sequence, predict their binding affinity value. This is MHC class I binding data. (1) The peptide sequence is ACNKIKGKK. The MHC is HLA-A68:01 with pseudo-sequence HLA-A68:01. The binding affinity (normalized) is 0.361. (2) The peptide sequence is DPNFHQAVM. The MHC is HLA-A26:01 with pseudo-sequence HLA-A26:01. The binding affinity (normalized) is 0.0847. (3) The peptide sequence is SVKERGPAY. The MHC is HLA-A68:01 with pseudo-sequence HLA-A68:01. The binding affinity (normalized) is 0. (4) The peptide sequence is IFMLQKCDL. The MHC is HLA-A26:03 with pseudo-sequence HLA-A26:03. The binding affinity (normalized) is 0.0847.